This data is from Peptide-MHC class II binding affinity with 134,281 pairs from IEDB. The task is: Regression. Given a peptide amino acid sequence and an MHC pseudo amino acid sequence, predict their binding affinity value. This is MHC class II binding data. (1) The peptide sequence is WLDAKSTWYGKPTGA. The MHC is HLA-DPA10103-DPB10401 with pseudo-sequence HLA-DPA10103-DPB10401. The binding affinity (normalized) is 0.108. (2) The peptide sequence is TPFPHRKGVLFNIQY. The MHC is HLA-DQA10101-DQB10501 with pseudo-sequence HLA-DQA10101-DQB10501. The binding affinity (normalized) is 0.0663. (3) The peptide sequence is CCRCGARGPESRLL. The MHC is DRB1_0901 with pseudo-sequence DRB1_0901. The binding affinity (normalized) is 0. (4) The peptide sequence is PPDAASAAPLRTITA. The MHC is DRB1_0405 with pseudo-sequence DRB1_0405. The binding affinity (normalized) is 0.321. (5) The peptide sequence is ELLEFHYYLSSKLNK. The MHC is DRB1_0301 with pseudo-sequence DRB1_0301. The binding affinity (normalized) is 0.378.